This data is from Forward reaction prediction with 1.9M reactions from USPTO patents (1976-2016). The task is: Predict the product of the given reaction. (1) Given the reactants [CH3:1][N:2]1[C:6]([CH3:7])=[C:5]([CH3:8])[N:4]=[C:3]1[CH:9]=O.[NH:11]1[CH:15]=[CH:14][CH:13]=[CH:12]1, predict the reaction product. The product is: [CH3:1][N:2]1[C:6]([CH3:7])=[C:5]([CH3:8])[N:4]=[C:3]1[C:9]1[C:15]2[NH:11][C:12]([C:9]([C:3]3[N:2]([CH3:1])[C:6]([CH3:7])=[C:5]([CH3:8])[N:4]=3)=[C:12]3[N:11]=[C:15]([C:9]([C:3]4[N:2]([CH3:1])[C:6]([CH3:7])=[C:5]([CH3:8])[N:4]=4)=[C:12]4[NH:11][C:15](=[C:9]([C:3]5[N:2]([CH3:1])[C:6]([CH3:7])=[C:5]([CH3:8])[N:4]=5)[C:12]5[CH:13]=[CH:14][C:15]=1[N:11]=5)[CH:14]=[CH:13]4)[CH:14]=[CH:13]3)=[CH:13][CH:14]=2. (2) Given the reactants [CH2:1]([CH:5]([CH2:37][CH2:38][CH2:39][CH2:40][CH2:41][CH3:42])[CH2:6][O:7][C:8]1[C:9]2[S:36][CH:35]=[CH:34][C:10]=2[C:11]2[CH:12]=[C:13]([O:21][CH2:22][CH:23]([CH2:30][CH2:31][CH2:32][CH3:33])[CH2:24][CH2:25][CH2:26][CH2:27][CH2:28][CH3:29])[C:14]3[S:20][CH:19]=[CH:18][C:15]=3[C:16]=2[CH:17]=1)[CH2:2][CH2:3][CH3:4].C1COCC1.[Li+].CCC[CH2-].[CH3:53][Sn:54](Cl)([CH3:56])[CH3:55], predict the reaction product. The product is: [CH2:30]([CH:23]([CH2:24][CH2:25][CH2:26][CH2:27][CH2:28][CH3:29])[CH2:22][O:21][C:13]1[C:14]2[S:20][C:19]([Sn:54]([CH3:56])([CH3:55])[CH3:53])=[CH:18][C:15]=2[C:16]2[CH:17]=[C:8]([O:7][CH2:6][CH:5]([CH2:1][CH2:2][CH2:3][CH3:4])[CH2:37][CH2:38][CH2:39][CH2:40][CH2:41][CH3:42])[C:9]3[S:36][C:35]([Sn:54]([CH3:56])([CH3:55])[CH3:53])=[CH:34][C:10]=3[C:11]=2[CH:12]=1)[CH2:31][CH2:32][CH3:33].